Dataset: Catalyst prediction with 721,799 reactions and 888 catalyst types from USPTO. Task: Predict which catalyst facilitates the given reaction. (1) Reactant: [NH2:1][C:2]1[N:24]([CH2:25][CH3:26])[C:6]2[N:7]=[C:8]([NH:11][C:12]3[CH:17]=[CH:16][C:15]([C@@H:18]4[CH2:20][C@H:19]4[N:21]([CH3:23])[CH3:22])=[CH:14][CH:13]=3)[N:9]=[CH:10][C:5]=2[C:4](=[O:27])[C:3]=1[C:28]([NH2:30])=[O:29].CC[Cl:33]. Product: [ClH:33].[NH2:1][C:2]1[N:24]([CH2:25][CH3:26])[C:6]2[N:7]=[C:8]([NH:11][C:12]3[CH:13]=[CH:14][C:15]([C@@H:18]4[CH2:20][C@H:19]4[N:21]([CH3:23])[CH3:22])=[CH:16][CH:17]=3)[N:9]=[CH:10][C:5]=2[C:4](=[O:27])[C:3]=1[C:28]([NH2:30])=[O:29]. The catalyst class is: 5. (2) Reactant: [OH:1][C:2]1[C:3]([CH3:14])=[C:4]2[C:8](=[CH:9][CH:10]=1)[C:7](=[O:11])[C:6]([CH:12]=O)=[CH:5]2.[C:15]1(P(C2C=CC=CC=2)C2C=CC=CC=2)C=CC=C[CH:16]=1.C([Li])CCC. Product: [OH:1][C:2]1[C:3]([CH3:14])=[C:4]2[C:8](=[CH:9][CH:10]=1)[C:7](=[O:11])[C:6](/[CH:12]=[CH:15]/[CH3:16])=[CH:5]2. The catalyst class is: 11. (3) Reactant: [CH2:1]([O:3][C:4]([C:6]1[C:15](=O)[C:14]2[C:9](=[CH:10][CH:11]=[C:12]([O:17][CH3:18])[N:13]=2)[NH:8][CH:7]=1)=[O:5])[CH3:2].P(Br)(Br)[Br:20].O.C(=O)([O-])[O-].[Na+].[Na+]. Product: [CH2:1]([O:3][C:4]([C:6]1[CH:7]=[N:8][C:9]2[C:14]([C:15]=1[Br:20])=[N:13][C:12]([O:17][CH3:18])=[CH:11][CH:10]=2)=[O:5])[CH3:2]. The catalyst class is: 3. (4) Reactant: [C:1]([C:5]1[N:6](/[CH:23]=[CH:24]/[C@H:25]([OH:35])[CH2:26][C@H:27]([OH:34])[CH2:28][C:29]([O:31]CC)=[O:30])[C:7]([C:17]2[CH:22]=[CH:21][N:20]=[CH:19][CH:18]=2)=[C:8]([C:10]2[CH:15]=[CH:14][C:13]([F:16])=[CH:12][CH:11]=2)[N:9]=1)([CH3:4])([CH3:3])[CH3:2].[OH-].[Na+:37]. Product: [Na+:37].[C:1]([C:5]1[N:6](/[CH:23]=[CH:24]/[C@H:25]([OH:35])[CH2:26][C@H:27]([OH:34])[CH2:28][C:29]([O-:31])=[O:30])[C:7]([C:17]2[CH:22]=[CH:21][N:20]=[CH:19][CH:18]=2)=[C:8]([C:10]2[CH:15]=[CH:14][C:13]([F:16])=[CH:12][CH:11]=2)[N:9]=1)([CH3:4])([CH3:2])[CH3:3]. The catalyst class is: 8. (5) Reactant: NC[C:3]1[CH:15]=[C:14]2[C:6]([C:7]3[C:8]([C:19]4[CH:24]=[CH:23][CH:22]=[C:21]([N:25]5[CH2:33][C:32]6[C:27](=[CH:28][CH:29]=[CH:30][CH:31]=6)[C:26]5=[O:34])[C:20]=4[CH3:35])=[CH:9][CH:10]=[C:11]([C:16]([NH2:18])=[O:17])[C:12]=3[NH:13]2)=[CH:5][CH:4]=1.N(C(C)C)=C=O. Product: [CH3:35][C:20]1[C:21]([N:25]2[CH2:33][C:32]3[C:27](=[CH:28][CH:29]=[CH:30][CH:31]=3)[C:26]2=[O:34])=[CH:22][CH:23]=[CH:24][C:19]=1[C:8]1[C:7]2[C:6]3[C:14](=[CH:15][CH:3]=[CH:4][CH:5]=3)[NH:13][C:12]=2[C:11]([C:16]([NH2:18])=[O:17])=[CH:10][CH:9]=1. The catalyst class is: 1. (6) Reactant: [Cl:1][C:2]1[N:7]=[C:6](Cl)[CH:5]=[C:4]([C:9]([O:11][CH3:12])=[O:10])[N:3]=1.[CH:13]1([CH2:19][NH2:20])[CH2:18][CH2:17][CH2:16][CH2:15][CH2:14]1.C(N(CC)CC)C.O. Product: [Cl:1][C:2]1[N:3]=[C:4]([C:9]([O:11][CH3:12])=[O:10])[CH:5]=[C:6]([NH:20][CH2:19][CH:13]2[CH2:18][CH2:17][CH2:16][CH2:15][CH2:14]2)[N:7]=1. The catalyst class is: 1.